Dataset: Full USPTO retrosynthesis dataset with 1.9M reactions from patents (1976-2016). Task: Predict the reactants needed to synthesize the given product. (1) The reactants are: [C-]#N.[Na+].C1N2CC[N:6](CC2)[CH2:5]1.[Cl:12][C:13]1[N:18]=[C:17](S(C)(=O)=O)[N:16]=[C:15]([N:23]2[CH2:28][CH2:27][O:26][CH2:25][CH2:24]2)[CH:14]=1. Given the product [Cl:12][C:13]1[CH:14]=[C:15]([N:23]2[CH2:28][CH2:27][O:26][CH2:25][CH2:24]2)[N:16]=[C:17]([C:5]#[N:6])[N:18]=1, predict the reactants needed to synthesize it. (2) Given the product [F:11][C:8]([CH3:10])([CH3:9])[CH2:7][N:18]1[C:30]([CH3:32])([CH3:31])[CH2:29][C:28]2[C:27]3[C:22](=[CH:23][CH:24]=[CH:25][CH:26]=3)[NH:21][C:20]=2[CH:19]1[C:33]1[CH:38]=[CH:37][C:36](/[CH:39]=[CH:40]/[C:41]([O:43][CH3:45])=[O:42])=[CH:35][CH:34]=1, predict the reactants needed to synthesize it. The reactants are: FC(F)(F)S(O[CH2:7][C:8]([F:11])([CH3:10])[CH3:9])(=O)=O.FC[C@@H](C)C[N:18]1[C:30]([CH3:32])([CH3:31])[CH2:29][C:28]2[C:27]3[C:22](=[CH:23][CH:24]=[CH:25][CH:26]=3)[NH:21][C:20]=2[CH:19]1[C:33]1[CH:38]=[CH:37][C:36](/[CH:39]=[CH:40]/[C:41]([OH:43])=[O:42])=[CH:35][CH:34]=1.[CH:45](N(CC)C(C)C)(C)C. (3) Given the product [CH:8]([C:7]1[CH:10]=[CH:11][C:4]([C:1]([Cl:14])=[O:2])=[CH:5][CH:6]=1)=[O:9], predict the reactants needed to synthesize it. The reactants are: [C:1]([C:4]1[CH:11]=[CH:10][C:7]([CH:8]=[O:9])=[CH:6][CH:5]=1)(O)=[O:2].S(Cl)([Cl:14])=O.CN(C=O)C. (4) Given the product [N:16]1([C:2]2[CH:15]=[CH:14][C:5]([C:6]([C:8]3[CH:13]=[CH:12][CH:11]=[CH:10][CH:9]=3)=[O:7])=[CH:4][CH:3]=2)[CH2:21][CH2:20][NH:19][CH2:18][CH2:17]1, predict the reactants needed to synthesize it. The reactants are: F[C:2]1[CH:15]=[CH:14][C:5]([C:6]([C:8]2[CH:13]=[CH:12][CH:11]=[CH:10][CH:9]=2)=[O:7])=[CH:4][CH:3]=1.[NH:16]1[CH2:21][CH2:20][NH:19][CH2:18][CH2:17]1.C(=O)([O-])[O-].[K+].[K+].CS(C)=O.